From a dataset of Drug-target binding data from BindingDB using IC50 measurements. Regression. Given a target protein amino acid sequence and a drug SMILES string, predict the binding affinity score between them. We predict pIC50 (pIC50 = -log10(IC50 in M); higher means more potent). Dataset: bindingdb_ic50. (1) The small molecule is CS(=O)(=O)c1ccc(-c2noc(C3CCN(C(=O)NC4CC4c4ccccc4)CC3)n2)cc1. The target protein (P80299) has sequence MALRVAAFDLDGVLALPSIAGVLRHTEEALALPRDFLLGAFQMKFPEGPTEQLMKGKITFSQWVPLMDESCRKSSKACGASLPENFSISEIFSQAMAARSINRPMLQAAAALKKKGFTTCIVTNNWLDDSDKRDILAQMMCELSQHFDFLIESCQVGMIKPEPQIYKFVLDTLKAKPNEVVFLDDFGSNLKPARDMGMVTILVRDTASALRELEKVTGTQFPEAPLPVPCSPNDVSHGYVTVKPGIRLHFVEMGSGPAICLCHGFPESWFSWRYQIPALAQAGFRVLAIDMKGYGDSSSPPEIEEYAMELLCEEMVTFLNKLGIPQAVFIGHDWAGVLVWNMALFHPERVRAVASLNTPLMPPNPEVSPMEVIRSIPVFNYQLYFQEPGVAEAELEKNMSRTFKSFFRTSDDMGLLTVNKATEMGGILVGTPEDPKVSKITTEEEIEYYIQQFKKSGFRGPLNWYRNTERNWKWSCKALGRKILVPALMVTAEKDIVLRP.... The pIC50 is 7.9. (2) The small molecule is O=C(OCn1ccc(=O)[nH]c1=O)c1ccc(Br)cc1. The target protein (P17597) has sequence MAAATTTTTTSSSISFSTKPSPSSSKSPLPISRFSLPFSLNPNKSSSSSRRRGIKSSSPSSISAVLNTTTNVTTTPSPTKPTKPETFISRFAPDQPRKGADILVEALERQGVETVFAYPGGASMEIHQALTRSSSIRNVLPRHEQGGVFAAEGYARSSGKPGICIATSGPGATNLVSGLADALLDSVPLVAITGQVPRRMIGTDAFQETPIVEVTRSITKHNYLVMDVEDIPRIIEEAFFLATSGRPGPVLVDVPKDIQQQLAIPNWEQAMRLPGYMSRMPKPPEDSHLEQIVRLISESKKPVLYVGGGCLNSSDELGRFVELTGIPVASTLMGLGSYPCDDELSLHMLGMHGTVYANYAVEHSDLLLAFGVRFDDRVTGKLEAFASRAKIVHIDIDSAEIGKNKTPHVSVCGDVKLALQGMNKVLENRAEELKLDFGVWRNELNVQKQKFPLSFKTFGEAIPPQYAIKVLDELTDGKAIISTGVGQHQMWAAQFYNYKK.... The pIC50 is 7.3. (3) The drug is C[C@@]12C[C@H]3OC(=O)[C@]1(O)CO[C@]14O[C@@]5([C@H]2C1=O)[C@@]3(C)OC(=O)[C@@]5(O)CC[C@H]1[C@H]4C[C@@H]2O[C@@]23CC=CC(=O)[C@]13C. The target protein sequence is MFQAAERPQEWAMEGPRDGLKKERLLDDRHDSGLDSMKDEEYEQMVKELQEIRLEPQEVPRGSEPWKQQLTEDGDSFLHLAIIHEEKALTMEVIRQVKGDLAFLNFQNNLQQTPLHLAVITNQPEIAEALLGAGCDPELRDFRGNTPLHLACEQGCLASVGVLTQSCTTPHLHSILKATNYNGHTCLHLASIHGYLGIVELLVSLGADVNAQEPCNGRTALHLAVDLQNPDLVSLLLKCGADVNRVTYQGYSPYQLTWGRPSTRIQQQLGQLTLENLQMLPESEDEESYDTESEFTEFTEDELPYDDCVFGGQRLTL. The pIC50 is 4.3. (4) The compound is O=C1CC[C@H](N2Cc3c(OCc4ccc(CN5CCOCC5)cc4)cccc3C2=O)C(=O)N1. The target protein (P13236) has sequence MKLCVTVLSLLMLVAAFCSPALSAPMGSDPPTACCFSYTARKLPRNFVVDYYETSSLCSQPAVVFQTKRSKQVCADPSESWVQEYVYDLELN. The pIC50 is 5.0. (5) The pIC50 is 3.6. The drug is O=C(O)C(=O)Nc1ccc(CCOc2cc(O)c3c(=O)cc(C(=O)O)oc3c2)cc1. The target protein sequence is MTKIALIGSGQIGAIVGELCLLENLGDLILYDVVPGIPQGKALDLKHFSTILGVNRNILGTNQIEDIKDADIIVITAGVQRKEGMTREDLIGVNGKIMKSVAESVKLHCSKAFVICVSNPLDIMVNVFHKFSNLPHEKICGMAGILDTSRYCSLIADKLKVSAEDVNAVILGGHGDLMVPLQRYTSVNGVPLSEFVKKNMISQNEIQEIIQKTRNMGAEIIKLAKASAAFAPAAAITKMIKSYLYNENNLFTCAVYLNGHYNCSNLFVGSTAKINNKGAHPVEFPLTKEEQDLYTESIASVQSNTQKAFDLIK. (6) The compound is Cn1c(=O)c2cc(S(=O)(=O)NC3(C)CC3)ccc2n(Cc2ccc(C#N)cc2)c1=O. The target protein (Q86W56) has sequence MNAGPGCEPCTKRPRWGAATTSPAASDARSFPSRQRRVLDPKDAHVQFRVPPSSPACVPGRAGQHRGSATSLVFKQKTITSWMDTKGIKTAESESLDSKENNNTRIESMMSSVQKDNFYQHNVEKLENVSQLSLDKSPTEKSTQYLNQHQTAAMCKWQNEGKHTEQLLESEPQTVTLVPEQFSNANIDRSPQNDDHSDTDSEENRDNQQFLTTVKLANAKQTTEDEQAREAKSHQKCSKSCDPGEDCASCQQDEIDVVPESPLSDVGSEDVGTGPKNDNKLTRQESCLGNSPPFEKESEPESPMDVDNSKNSCQDSEADEETSPGFDEQEDGSSSQTANKPSRFQARDADIEFRKRYSTKGGEVRLHFQFEGGESRTGMNDLNAKLPGNISSLNVECRNSKQHGKKDSKITDHFMRLPKAEDRRKEQWETKHQRTERKIPKYVPPHLSPDKKWLGTPIEEMRRMPRCGIRLPLLRPSANHTVTIRVDLLRAGEVPKPFPT.... The pIC50 is 6.1. (7) The target protein sequence is MHSSSAVRMAVGCLVELAFKVAAGELKNGFAIIRPPGHHAEESTAMGFCFFNSVAITAKLLQQKLSVGKVLIVDWDIHHGNGTQQAFYDDPSVLYISLHRYDNGNFFPGSGAPEEVGGGPGVGYNVNVAWTGGVDPPIGDVEYLTAFRTVVMPIAHEFSPDVVLVSAGFDAVEGHLSPLGGYSVTARCFGHLTRQLMTLAGGRVVLALEGGHDLTAICDASEACVSALLSVELQPLDEAVLQQKPSINAVATLEKVIEIQSKHWSCVQRFATGLGCSLREAQTGEKEEAETVSAMALLSMGAEQAQAAATQEHSPRPAEEPMEQEPAL. The drug is CN(C)c1ccc(C(=O)NCCCCCC(=O)NO)cc1. The pIC50 is 6.8.